From a dataset of Full USPTO retrosynthesis dataset with 1.9M reactions from patents (1976-2016). Predict the reactants needed to synthesize the given product. (1) Given the product [Cl:27][C:28]1[CH:29]=[CH:30][C:31]([CH2:34][O:35][C:36]2[CH:41]=[N:40][N:39]([CH2:15][C:16]([C:18]3[CH:23]=[CH:22][C:21]([CH2:24][OH:25])=[CH:20][CH:19]=3)=[O:17])[C:38](=[O:42])[CH:37]=2)=[N:32][CH:33]=1, predict the reactants needed to synthesize it. The reactants are: C(OC1C=CN([CH2:15][C:16]([C:18]2[CH:23]=[CH:22][C:21]([CH2:24][OH:25])=[CH:20][CH:19]=2)=[O:17])C(=O)C=1)C1C=CC=CC=1.[Cl:27][C:28]1[CH:29]=[CH:30][C:31]([CH2:34][O:35][C:36]2[CH:41]=[N:40][NH:39][C:38](=[O:42])[CH:37]=2)=[N:32][CH:33]=1.BrCC(C1C=CC(CO)=CC=1)=O. (2) Given the product [NH2:18][C@H:1]([C:2]1[CH:7]=[CH:6][CH:5]=[CH:4][CH:3]=1)[CH2:9][C:10]([O:12][CH3:13])=[O:11], predict the reactants needed to synthesize it. The reactants are: [C:1]([CH2:9][C:10]([O:12][CH3:13])=[O:11])(=O)[C:2]1[CH:7]=[CH:6][CH:5]=[CH:4][CH:3]=1.C([O-])(=O)C.[NH4+:18]. (3) Given the product [NH:12]1[C:13]2[C:9](=[CH:8][C:7]([OH:6])=[CH:15][CH:14]=2)[CH:10]=[N:11]1, predict the reactants needed to synthesize it. The reactants are: B(Br)(Br)Br.C[O:6][C:7]1[CH:8]=[C:9]2[C:13](=[CH:14][CH:15]=1)[NH:12][N:11]=[CH:10]2.O. (4) Given the product [CH2:13]([O:22][C:59]([N:30]1[CH2:31][CH2:32][C:33]2[C:25]([C:23]#[N:24])=[C:26]([NH:34][C:35](=[O:46])/[CH:36]=[CH:37]/[C:38]3[C:39]4[O:44][CH2:45][O:91][C:40]=4[CH:41]=[CH:42][CH:43]=3)[S:27][C:28]=2[CH2:29]1)=[O:69])[CH3:14], predict the reactants needed to synthesize it. The reactants are: C(C1C2CCNCC=2SC=1N[C:13](=[O:22])[CH:14]=CC1C=CC=CC=1)#N.[C:23]([C:25]1[C:33]2[CH2:32][CH2:31][NH:30][CH2:29][C:28]=2[S:27][C:26]=1[NH:34][C:35](=[O:46])[CH:36]=[CH:37][C:38]1[CH:43]=[CH:42][CH:41]=[CH:40][C:39]=1[O:44][CH3:45])#[N:24].C(C1C2CCNCC=2SC=1N[C:59](=[O:69])C=CC1C=CC=CC=1Cl)#N.C(C1C2CCNCC=2SC=1NC(=[O:91])C=CC1C=NC=CC=1)#N. (5) The reactants are: [N:1]1[NH:2][N:3]=[N:4][C:5]=1[N:6]1[CH2:10][CH2:9][C@@H:8]([OH:11])[CH2:7]1.[C:12]([O-])([O-])=O.[Na+].[Na+].C(I)C. Given the product [CH3:12][N:3]1[N:2]=[N:1][C:5]([N:6]2[CH2:10][CH2:9][C@@H:8]([OH:11])[CH2:7]2)=[N:4]1, predict the reactants needed to synthesize it.